Dataset: Catalyst prediction with 721,799 reactions and 888 catalyst types from USPTO. Task: Predict which catalyst facilitates the given reaction. (1) Product: [CH3:1][O:2][C:3]1[CH:4]=[CH:5][C:6]([C:9]2[C:17]3[C:12](=[CH:13][CH:14]=[C:15]([NH:18][C:19]([C:21]4[CH:30]=[CH:29][C:24]([C:25]([O:27][CH3:28])=[O:26])=[CH:23][CH:22]=4)=[O:20])[CH:16]=3)[NH:11][N:10]=2)=[CH:7][CH:8]=1. The catalyst class is: 632. Reactant: [CH3:1][O:2][C:3]1[CH:8]=[CH:7][C:6]([C:9]2[C:17]3[C:12](=[CH:13][CH:14]=[C:15]([NH:18][C:19]([C:21]4[CH:30]=[CH:29][C:24]([C:25]([O:27][CH3:28])=[O:26])=[CH:23][CH:22]=4)=[O:20])[CH:16]=3)[N:11](C3CCCCO3)[N:10]=2)=[CH:5][CH:4]=1.C(=O)(O)[O-].[Na+]. (2) Reactant: C(Cl)(=O)C(Cl)=O.CS(C)=O.[OH:11][C@@H:12]1[CH2:16][N:15]([CH2:17][CH2:18][O:19][CH3:20])[CH2:14][C@H:13]1[NH:21][C:22](=[O:28])[O:23][C:24]([CH3:27])([CH3:26])[CH3:25].C(N(CC)CC)C. Product: [CH3:20][O:19][CH2:18][CH2:17][N:15]1[CH2:16][C:12](=[O:11])[C@H:13]([NH:21][C:22](=[O:28])[O:23][C:24]([CH3:26])([CH3:25])[CH3:27])[CH2:14]1. The catalyst class is: 2. (3) Reactant: [CH3:1][O:2][C:3]1[N:8]=[CH:7][C:6]([N:9]2[C:13]([C:14]3[CH:19]=[CH:18][CH:17]=[CH:16][N:15]=3)=[CH:12][C:11]([C:20]([OH:22])=O)=[N:10]2)=[CH:5][CH:4]=1.Cl.C(N=C=NCCCN(C)C)C.ON1C2C=CC=CC=2N=N1.[CH3:45][C:46]([NH2:50])([CH3:49])[CH2:47][OH:48]. Product: [OH:48][CH2:47][C:46]([NH:50][C:20]([C:11]1[CH:12]=[C:13]([C:14]2[CH:19]=[CH:18][CH:17]=[CH:16][N:15]=2)[N:9]([C:6]2[CH:7]=[N:8][C:3]([O:2][CH3:1])=[CH:4][CH:5]=2)[N:10]=1)=[O:22])([CH3:49])[CH3:45]. The catalyst class is: 884.